Dataset: Forward reaction prediction with 1.9M reactions from USPTO patents (1976-2016). Task: Predict the product of the given reaction. Given the reactants [NH2:1][C:2]1[N:10]=[C:9]([S:11][CH3:12])[C:8]([C:13]#[N:14])=[CH:7][C:3]=1C(O)=O.C1CCCCC1, predict the reaction product. The product is: [NH2:1][C:2]1[CH:3]=[CH:7][C:8]([C:13]#[N:14])=[C:9]([S:11][CH3:12])[N:10]=1.